This data is from Experimentally validated miRNA-target interactions with 360,000+ pairs, plus equal number of negative samples. The task is: Binary Classification. Given a miRNA mature sequence and a target amino acid sequence, predict their likelihood of interaction. The miRNA is hsa-miR-4753-3p with sequence UUCUCUUUCUUUAGCCUUGUGU. The protein sequence of the target gene is MDFPQHSQHVLEQLNQQRQLGLLCDCTFVVDGVHFKAHKAVLAACSEYFKMLFVDQKDVVHLDISNAAGLGQVLEFMYTAKLSLSPENVDDVLAVATFLQMQDIITACHALKSLAEPATSPGGNAEALATEGGDKRAKEEKVATSTLSRLEQAGRSTPIGPSRDLKEERGGQAQSAASGAEQTEKADAPREPPPVELKPDPTSGMAAAEAEAALSESSEQEMEVEPARKGEEEQKEQEEQEEEGAGPAEVKEEGSQLENGEAPEENENEESAGTDSGQELGSEARGLRSGTYGDRTESKA.... Result: 0 (no interaction).